This data is from Full USPTO retrosynthesis dataset with 1.9M reactions from patents (1976-2016). The task is: Predict the reactants needed to synthesize the given product. (1) Given the product [CH2:8]([N:5]1[CH2:6][CH2:7][CH:2]([NH:1][C:16]2[CH:21]=[CH:20][C:19]([S:22]([CH3:25])(=[O:24])=[O:23])=[CH:18][C:17]=2[N+:26]([O-:28])=[O:27])[CH2:3][CH2:4]1)[C:9]1[CH:14]=[CH:13][CH:12]=[CH:11][CH:10]=1, predict the reactants needed to synthesize it. The reactants are: [NH2:1][CH:2]1[CH2:7][CH2:6][N:5]([CH2:8][C:9]2[CH:14]=[CH:13][CH:12]=[CH:11][CH:10]=2)[CH2:4][CH2:3]1.F[C:16]1[CH:21]=[CH:20][C:19]([S:22]([CH3:25])(=[O:24])=[O:23])=[CH:18][C:17]=1[N+:26]([O-:28])=[O:27].C(=O)([O-])[O-].[Na+].[Na+]. (2) Given the product [OH:8][C:9]1[C:10]([O:25][CH3:26])=[CH:11][C:12]2[C:18](=[O:19])[N:17]3[CH2:20][C:21](=[CH2:23])[CH2:22][C@H:16]3[CH:15]=[CH:14][C:13]=2[CH:24]=1, predict the reactants needed to synthesize it. The reactants are: C([O:8][C:9]1[C:10]([O:25][CH3:26])=[CH:11][C:12]2[C:18](=[O:19])[N:17]3[CH2:20][C:21](=[CH2:23])[CH2:22][C@H:16]3[CH:15]=[CH:14][C:13]=2[CH:24]=1)C1C=CC=CC=1. (3) Given the product [F:1][C:2]1[C:9]([O:10][C:12]2[CH:17]=[CH:16][CH:15]=[CH:14][CH:13]=2)=[C:8]([F:11])[CH:7]=[CH:6][C:3]=1[CH:4]=[O:5], predict the reactants needed to synthesize it. The reactants are: [F:1][C:2]1[C:9]([OH:10])=[C:8]([F:11])[CH:7]=[CH:6][C:3]=1[CH:4]=[O:5].[C:12]1(B(O)O)[CH:17]=[CH:16][CH:15]=[CH:14][CH:13]=1.N1C=CC=CC=1.[N+]1([O-])C=CC=CC=1. (4) Given the product [NH2:35][C:36]1[CH:44]=[CH:43][C:42]([I:45])=[CH:41][C:37]=1[C:38]([NH:2][CH2:3][C:4]([NH:6][C@@H:7]1[CH2:12][CH2:11][CH2:10][CH2:9][C@@H:8]1[NH:13][C:14](=[O:25])[C:15]1[CH:16]=[CH:17][C:18]([S:21]([NH2:24])(=[O:23])=[O:22])=[CH:19][CH:20]=1)=[O:5])=[O:39].[C:14]([NH2:13])(=[O:25])[C:15]1[CH:20]=[CH:19][CH:18]=[CH:17][CH:16]=1, predict the reactants needed to synthesize it. The reactants are: Br.[NH2:2][CH2:3][C:4]([NH:6][C@H:7]1[CH2:12][CH2:11][CH2:10][CH2:9][C@H:8]1[NH:13][C:14](=[O:25])[C:15]1[CH:20]=[CH:19][C:18]([S:21]([NH2:24])(=[O:23])=[O:22])=[CH:17][CH:16]=1)=[O:5].C(N(C(C)C)CC)(C)C.[NH2:35][C:36]1[CH:44]=[CH:43][C:42]([I:45])=[CH:41][C:37]=1[C:38](O)=[O:39].CN([P+](ON1N=NC2C=CC=CC1=2)(N(C)C)N(C)C)C.F[P-](F)(F)(F)(F)F.C([O-])(O)=O.[Na+].